Dataset: Full USPTO retrosynthesis dataset with 1.9M reactions from patents (1976-2016). Task: Predict the reactants needed to synthesize the given product. (1) Given the product [ClH:31].[O:23]1[C:24]2[CH:30]=[CH:29][CH:28]=[CH:27][C:25]=2[N:26]=[C:22]1[O:21][C:18]1[CH:19]=[CH:20][C:15]([O:14][CH2:13][C@H:9]2[CH2:10][CH2:11][CH2:12][NH:8]2)=[CH:16][CH:17]=1, predict the reactants needed to synthesize it. The reactants are: C(OC([N:8]1[CH2:12][CH2:11][CH2:10][C@@H:9]1[CH2:13][O:14][C:15]1[CH:20]=[CH:19][C:18]([O:21][C:22]2[O:23][C:24]3[CH:30]=[CH:29][CH:28]=[CH:27][C:25]=3[N:26]=2)=[CH:17][CH:16]=1)=O)(C)(C)C.[ClH:31]. (2) Given the product [Cl:1][C:2]1[CH:10]=[C:9]([N:11]2[C:15]3=[N:16][CH:17]=[CH:18][CH:19]=[C:14]3[C:13]([Cl:20])=[CH:12]2)[CH:8]=[CH:7][C:3]=1[C:4]([NH:21][C:22]1[CH:23]=[CH:24][C:25]2[CH2:30][CH2:29][O:28][B:27]([OH:31])[C:26]=2[CH:32]=1)=[O:6], predict the reactants needed to synthesize it. The reactants are: [Cl:1][C:2]1[CH:10]=[C:9]([N:11]2[C:15]3=[N:16][CH:17]=[CH:18][CH:19]=[C:14]3[C:13]([Cl:20])=[CH:12]2)[CH:8]=[CH:7][C:3]=1[C:4]([OH:6])=O.[NH2:21][C:22]1[CH:23]=[CH:24][C:25]2[CH2:30][CH2:29][O:28][B:27]([OH:31])[C:26]=2[CH:32]=1. (3) Given the product [NH2:14][C:12]([C:4]1[S:3][C:2]([Cl:1])=[N:6][C:5]=1[C:7]([O:9][CH2:10][CH3:11])=[O:8])=[O:13], predict the reactants needed to synthesize it. The reactants are: [Cl:1][C:2]1[S:3][C:4]([C:12]([NH:14]C(C)(C2C=CC=CC=2)C)=[O:13])=[C:5]([C:7]([O:9][CH2:10][CH3:11])=[O:8])[N:6]=1. (4) Given the product [Cl:1][C:2]1[CH:3]=[C:4]([CH:8]([OH:12])[CH2:9][N:10]([CH2:14][C:15]2[C:16]([Cl:22])=[N:17][C:18]([Cl:21])=[CH:19][CH:20]=2)[CH3:11])[CH:5]=[CH:6][CH:7]=1, predict the reactants needed to synthesize it. The reactants are: [Cl:1][C:2]1[CH:3]=[C:4]([CH:8]([OH:12])[CH2:9][NH:10][CH3:11])[CH:5]=[CH:6][CH:7]=1.Br[CH2:14][C:15]1[C:16]([Cl:22])=[N:17][C:18]([Cl:21])=[CH:19][CH:20]=1.C(=O)([O-])[O-].[K+].[K+].